Predict the reactants needed to synthesize the given product. From a dataset of Full USPTO retrosynthesis dataset with 1.9M reactions from patents (1976-2016). (1) Given the product [CH2:1]([O:3][C:4](=[O:23])[CH2:5][C:6]1[CH:11]=[C:10]([OH:12])[CH:9]=[CH:8][C:7]=1[CH:20]1[CH2:22][CH2:21]1)[CH3:2], predict the reactants needed to synthesize it. The reactants are: [CH2:1]([O:3][C:4](=[O:23])[CH2:5][C:6]1[CH:11]=[C:10]([O:12][Si](C(C)(C)C)(C)C)[CH:9]=[CH:8][C:7]=1[CH:20]1[CH2:22][CH2:21]1)[CH3:2].O. (2) Given the product [C:12]([C:11]1[CH:14]=[CH:15][C:8]([N:7]2[C:3]([CH2:1][N:17]([CH3:16])[CH2:18][CH2:19][NH:20][C:21](=[O:27])[O:22][C:23]([CH3:24])([CH3:25])[CH3:26])=[CH:4][N:5]=[CH:6]2)=[CH:9][CH:10]=1)#[N:13], predict the reactants needed to synthesize it. The reactants are: [CH:1]([C:3]1[N:7]([C:8]2[CH:15]=[CH:14][C:11]([C:12]#[N:13])=[CH:10][CH:9]=2)[CH:6]=[N:5][CH:4]=1)=O.[CH3:16][NH:17][CH2:18][CH2:19][NH:20][C:21](=[O:27])[O:22][C:23]([CH3:26])([CH3:25])[CH3:24].[BH-](OC(C)=O)(OC(C)=O)OC(C)=O.[Na+]. (3) Given the product [CH3:34][O:33][CH:22]([O:21][CH3:20])[C:23]1[CH:28]=[CH:27][C:26]([N+:29]([O-:31])=[O:30])=[C:25]([NH:1][C:2]2[S:3][C:4]([C:17]([NH2:19])=[O:18])=[C:5]([C:7]3[CH:12]=[CH:11][CH:10]=[C:9]([C:13]([F:16])([F:14])[F:15])[CH:8]=3)[N:6]=2)[CH:24]=1, predict the reactants needed to synthesize it. The reactants are: [NH2:1][C:2]1[S:3][C:4]([C:17]([NH2:19])=[O:18])=[C:5]([C:7]2[CH:12]=[CH:11][CH:10]=[C:9]([C:13]([F:16])([F:15])[F:14])[CH:8]=2)[N:6]=1.[CH3:20][O:21][CH:22]([O:33][CH3:34])[C:23]1[CH:28]=[CH:27][C:26]([N+:29]([O-:31])=[O:30])=[C:25](F)[CH:24]=1.C(=O)([O-])[O-].[Cs+].[Cs+].[Cl-].[NH4+]. (4) Given the product [CH3:1][O:2][C:3]1[CH:8]=[CH:7][CH:6]=[C:5]([O:9][CH3:10])[C:4]=1[CH:11]([C:13]1[C:18]([O:19][CH3:20])=[CH:17][CH:16]=[CH:15][C:14]=1[O:21][CH3:22])[CH:45]([C:38]1[C:39]([O:43][CH3:44])=[CH:40][CH:41]=[CH:42][C:37]=1[O:36][CH3:35])[C:46]1[C:51]([O:52][CH3:53])=[CH:50][CH:49]=[CH:48][C:47]=1[O:54][CH3:55], predict the reactants needed to synthesize it. The reactants are: [CH3:1][O:2][C:3]1[CH:8]=[CH:7][CH:6]=[C:5]([O:9][CH3:10])[C:4]=1[CH:11]([C:13]1[C:18]([O:19][CH3:20])=[CH:17][CH:16]=[CH:15][C:14]=1[O:21][CH3:22])O.O.C1(C)C=CC(S(O)(=O)=O)=CC=1.[CH3:35][O:36][C:37]1[CH:42]=[CH:41][CH:40]=[C:39]([O:43][CH3:44])[C:38]=1[CH2:45][C:46]1[C:51]([O:52][CH3:53])=[CH:50][CH:49]=[CH:48][C:47]=1[O:54][CH3:55]. (5) Given the product [NH2:15][C:16]1[C:25]([Cl:26])=[CH:24][C:19]([C:20]([O:22][CH3:23])=[O:21])=[C:18]([CH3:27])[C:17]=1[C:28]#[CH:29], predict the reactants needed to synthesize it. The reactants are: NC1C=CC(C(OC)=O)=C(Cl)C=1C#C.[NH2:15][C:16]1[C:25]([Cl:26])=[CH:24][C:19]([C:20]([O:22][CH3:23])=[O:21])=[C:18]([CH3:27])[C:17]=1[C:28]#[C:29][Si](C)(C)C. (6) Given the product [C:30]([C:29]1[CH:33]=[CH:34][C:26]([NH:25][C:23]([CH:13]2[NH:12][CH:11]([CH2:38][C:39]([CH3:40])([CH3:41])[CH3:42])[C:10]3([C:5]4[C:6](=[CH:7][C:2]([Cl:1])=[CH:3][CH:4]=4)[NH:8][C:9]3=[O:43])[CH:14]2[C:15]2[CH:20]=[CH:19][CH:18]=[C:17]([Cl:21])[C:16]=2[F:22])=[O:24])=[C:27]([O:35][CH2:36][CH3:37])[CH:28]=1)(=[O:32])[NH2:46], predict the reactants needed to synthesize it. The reactants are: [Cl:1][C:2]1[CH:7]=[C:6]2[NH:8][C:9](=[O:43])[C@:10]3([C@@H:14]([C:15]4[CH:20]=[CH:19][CH:18]=[C:17]([Cl:21])[C:16]=4[F:22])[C@H:13]([C:23]([NH:25][C:26]4[CH:34]=[CH:33][C:29]([C:30]([OH:32])=O)=[CH:28][C:27]=4[O:35][CH2:36][CH3:37])=[O:24])[NH:12][C@H:11]3[CH2:38][C:39]([CH3:42])([CH3:41])[CH3:40])[C:5]2=[CH:4][CH:3]=1.CC[N:46]=C=NCCCN(C)C.C1C=CC2N(O)N=NC=2C=1.[NH4+].[Cl-].C(N(CC)CC)C.